Dataset: Drug-target binding data from BindingDB using IC50 measurements. Task: Regression. Given a target protein amino acid sequence and a drug SMILES string, predict the binding affinity score between them. We predict pIC50 (pIC50 = -log10(IC50 in M); higher means more potent). Dataset: bindingdb_ic50. The drug is O=C(Nc1ccc(Cl)cc1)Nc1nnc(-c2ccncc2)s1. The target protein (P54132) has sequence MAAVPQNNLQEQLERHSARTLNNKLSLSKPKFSGFTFKKKTSSDNNVSVTNVSVAKTPVLRNKDVNVTEDFSFSEPLPNTTNQQRVKDFFKNAPAGQETQRGGSKSLLPDFLQTPKEVVCTTQNTPTVKKSRDTALKKLEFSSSPDSLSTINDWDDMDDFDTSETSKSFVTPPQSHFVRVSTAQKSKKGKRNFFKAQLYTTNTVKTDLPPPSSESEQIDLTEEQKDDSEWLSSDVICIDDGPIAEVHINEDAQESDSLKTHLEDERDNSEKKKNLEEAELHSTEKVPCIEFDDDDYDTDFVPPSPEEIISASSSSSKCLSTLKDLDTSDRKEDVLSTSKDLLSKPEKMSMQELNPETSTDCDARQISLQQQLIHVMEHICKLIDTIPDDKLKLLDCGNELLQQRNIRRKLLTEVDFNKSDASLLGSLWRYRPDSLDGPMEGDSCPTGNSMKELNFSHLPSNSVSPGDCLLTTTLGKTGFSATRKNLFERPLFNTHLQKSF.... The pIC50 is 4.4.